Dataset: Full USPTO retrosynthesis dataset with 1.9M reactions from patents (1976-2016). Task: Predict the reactants needed to synthesize the given product. The reactants are: [CH3:1][N:2]1[C:10]([CH2:11][CH:12]2[CH2:17][CH2:16][NH:15][CH2:14][CH2:13]2)=[N:9][C:8]2[C:3]1=[N:4][C:5]([N:24]1[C:28]3[CH:29]=[CH:30][CH:31]=[CH:32][C:27]=3[N:26]=[C:25]1[CH3:33])=[N:6][C:7]=2[N:18]1[CH2:23][CH2:22][O:21][CH2:20][CH2:19]1.[CH3:34][C:35]1([O:38][CH2:37]1)[CH3:36]. Given the product [CH3:34][C:35]([OH:38])([CH3:37])[CH2:36][N:15]1[CH2:16][CH2:17][CH:12]([CH2:11][C:10]2[N:2]([CH3:1])[C:3]3[C:8]([N:9]=2)=[C:7]([N:18]2[CH2:19][CH2:20][O:21][CH2:22][CH2:23]2)[N:6]=[C:5]([N:24]2[C:28]4[CH:29]=[CH:30][CH:31]=[CH:32][C:27]=4[N:26]=[C:25]2[CH3:33])[N:4]=3)[CH2:13][CH2:14]1, predict the reactants needed to synthesize it.